From a dataset of Catalyst prediction with 721,799 reactions and 888 catalyst types from USPTO. Predict which catalyst facilitates the given reaction. (1) Reactant: [Cl:1][C:2]1[CH:11]=[C:10]2[C:5]([C:6]([OH:18])=[C:7]([C:13]([O:15]CC)=[O:14])[C:8](=[O:12])[NH:9]2)=[CH:4][C:3]=1[C:19]1[CH:24]=[CH:23][C:22]([C:25]2[CH:30]=[CH:29][CH:28]=[C:27]([O:31][CH3:32])[C:26]=2[OH:33])=[CH:21][CH:20]=1.[OH-].[Li+]. Product: [Cl:1][C:2]1[CH:11]=[C:10]2[C:5]([C:6]([OH:18])=[C:7]([C:13]([OH:15])=[O:14])[C:8](=[O:12])[NH:9]2)=[CH:4][C:3]=1[C:19]1[CH:20]=[CH:21][C:22]([C:25]2[CH:30]=[CH:29][CH:28]=[C:27]([O:31][CH3:32])[C:26]=2[OH:33])=[CH:23][CH:24]=1. The catalyst class is: 20. (2) The catalyst class is: 32. Product: [Cl:1][C:2]1[CH:27]=[C:26]([O:28][CH2:29][C:30]([F:31])([F:33])[F:32])[CH:25]=[CH:24][C:3]=1[O:4][CH2:5][CH2:6][CH2:7][O:8][C:9]1[CH:18]=[C:17]2[C:12]([CH2:13][CH2:14][CH:15]([C:19]([OH:21])=[O:20])[O:16]2)=[CH:11][CH:10]=1. Reactant: [Cl:1][C:2]1[CH:27]=[C:26]([O:28][CH2:29][C:30]([F:33])([F:32])[F:31])[CH:25]=[CH:24][C:3]=1[O:4][CH2:5][CH2:6][CH2:7][O:8][C:9]1[CH:18]=[C:17]2[C:12]([CH2:13][CH2:14][CH:15]([C:19]([O:21]CC)=[O:20])[O:16]2)=[CH:11][CH:10]=1.[OH-].[Na+].